This data is from Forward reaction prediction with 1.9M reactions from USPTO patents (1976-2016). The task is: Predict the product of the given reaction. (1) Given the reactants C[O:2][C:3](=[O:43])[C:4]1[CH:9]=[CH:8][C:7]([NH:10][C:11]([C@H:13]2[C@H:17]([C:18]3[CH:23]=[CH:22][CH:21]=[C:20]([Cl:24])[C:19]=3[F:25])[C@:16]([C:28]3[CH:33]=[CH:32][C:31]([Cl:34])=[CH:30][C:29]=3[F:35])([C:26]#[N:27])[C@H:15]([CH2:36][C:37]([CH3:40])([CH3:39])[CH3:38])[NH:14]2)=[O:12])=[C:6]([O:41][CH3:42])[CH:5]=1.[CH3:44][Si:45]([CH3:51])([CH3:50])[C:46]#[C:47][CH:48]=O.CC(O)=O.C(O[BH-](OC(=O)C)OC(=O)C)(=O)C.[Na+], predict the reaction product. The product is: [Cl:24][C:20]1[C:19]([F:25])=[C:18]([C@@H:17]2[C@:16]([C:28]3[CH:33]=[CH:32][C:31]([Cl:34])=[CH:30][C:29]=3[F:35])([C:26]#[N:27])[C@H:15]([CH2:36][C:37]([CH3:38])([CH3:40])[CH3:39])[N:14]([CH2:48][C:47]#[C:46][Si:45]([CH3:51])([CH3:50])[CH3:44])[C@H:13]2[C:11]([NH:10][C:7]2[CH:8]=[CH:9][C:4]([C:3]([OH:2])=[O:43])=[CH:5][C:6]=2[O:41][CH3:42])=[O:12])[CH:23]=[CH:22][CH:21]=1. (2) Given the reactants Cl[CH:2]([O:4][C:5](=[O:31])[N:6]([C:15]1[CH:20]=[CH:19][C:18]([C:21](=[O:29])[C:22]2[CH:27]=[CH:26][CH:25]=[CH:24][C:23]=2[CH3:28])=[C:17]([Cl:30])[CH:16]=1)[C:7]1[CH:12]=[CH:11][C:10]([F:13])=[CH:9][C:8]=1[CH3:14])[CH3:3].[C:32]([O-:38])(=[O:37])[CH2:33][CH2:34][CH2:35][CH3:36].C([N+](CCCC)(CCCC)CCCC)CCC, predict the reaction product. The product is: [Cl:30][C:17]1[CH:16]=[C:15]([N:6]([C:7]2[CH:12]=[CH:11][C:10]([F:13])=[CH:9][C:8]=2[CH3:14])[C:5]([O:4][CH:2]([O:37][C:32](=[O:38])[CH2:33][CH2:34][CH2:35][CH3:36])[CH3:3])=[O:31])[CH:20]=[CH:19][C:18]=1[C:21](=[O:29])[C:22]1[CH:27]=[CH:26][CH:25]=[CH:24][C:23]=1[CH3:28]. (3) Given the reactants [NH2:1][CH2:2][C:3]1([CH2:9][N:10]2[C:18]3[C:13](=[CH:14][CH:15]=[C:16]([C:19]([O:21][CH2:22][CH3:23])=[O:20])[CH:17]=3)[CH:12]=[C:11]2[C:24]([O:26]CC)=O)[CH2:8][CH2:7][O:6][CH2:5][CH2:4]1.C(N(CC)CC)C.C([O-])([O-])=O.[K+].[K+], predict the reaction product. The product is: [O:26]=[C:24]1[C:11]2=[CH:12][C:13]3[CH:14]=[CH:15][C:16]([C:19]([O:21][CH2:22][CH3:23])=[O:20])=[CH:17][C:18]=3[N:10]2[CH2:9][C:3]2([CH2:4][CH2:5][O:6][CH2:7][CH2:8]2)[CH2:2][NH:1]1. (4) Given the reactants [NH2:1][C:2]1[CH:3]=[N:4][C:5](Br)=[CH:6][N:7]=1.CC[C:11]([NH2:13])=[O:12].[C:14]([C:18]1[CH:19]=[C:20](B(O)O)[CH:21]=[CH:22][CH:23]=1)([O:16][CH3:17])=[O:15].[CH2:27](N(CC)CC)[CH3:28], predict the reaction product. The product is: [NH2:1][C:2]1[N:7]=[CH:6][C:5]([C:22]2[CH:23]=[C:18]([CH:19]=[CH:20][CH:21]=2)[C:14]([O:16][CH3:17])=[O:15])=[N:4][C:3]=1[C:11]([NH:13][CH2:27][CH3:28])=[O:12]. (5) Given the reactants F[C:2]1[CH:7]=[CH:6][C:5]([N+:8]([O-:10])=[O:9])=[CH:4][CH:3]=1.[CH3:11][C:12]([OH:16])([C:14]#[CH:15])[CH3:13], predict the reaction product. The product is: [CH3:11][C:12]([O:16][C:2]1[CH:7]=[CH:6][C:5]([N+:8]([O-:10])=[O:9])=[CH:4][CH:3]=1)([C:14]#[CH:15])[CH3:13]. (6) Given the reactants [CH:1]([O:4][C:5]1[CH:10]=[C:9]([C:11](F)(F)F)[CH:8]=[CH:7][C:6]=1[CH2:15][NH2:16])([CH3:3])[CH3:2].C1N=CN([C:22](N2C=NC=C2)=[O:23])C=1.[NH2:29][C:30]1[C:35]2[O:36][CH2:37][C:38](=[O:40])[NH:39][C:34]=2[CH:33]=[CH:32][CH:31]=1, predict the reaction product. The product is: [CH:1]([O:4][C:5]1[CH:10]=[C:9]([CH3:11])[CH:8]=[CH:7][C:6]=1[CH2:15][NH:16][C:22]([NH:29][C:30]1[C:35]2[O:36][CH2:37][C:38](=[O:40])[NH:39][C:34]=2[CH:33]=[CH:32][CH:31]=1)=[O:23])([CH3:3])[CH3:2]. (7) The product is: [C:1]([O:5][C:6]([N:8]1[C:24](=[O:25])[C:23]2[C:13]3[CH:14]=[CH:15][C:20]4[CH:19]=[N:18][C:17]([C:60]5[CH:61]=[CH:62][CH:63]=[CH:64][C:59]=5[F:58])=[CH:16][C:21]=4[C:12]=3[NH:11][C:10]=2[CH2:9]1)=[O:7])([CH3:2])([CH3:4])[CH3:3]. Given the reactants [C:1]([O:5][C:6]([N:8]1[C:24](=[O:25])[C:23]2[C:13]3[CH:14]=[CH:15][C:16]4[CH:17]=[N:18][C:19](Cl)=[CH:20][C:21]=4[C:12]=3[N:11](C(OC(C)(C)C)=O)[C:10]=2[CH2:9]1)=[O:7])([CH3:4])([CH3:3])[CH3:2].C1C=CC(P(C2C=CC=CC=2)C2C=CC=CC=2)=CC=1.C([O-])([O-])=O.[Cs+].[Cs+].[F:58][C:59]1[CH:64]=[CH:63][CH:62]=[CH:61][C:60]=1B(O)O, predict the reaction product.